This data is from Catalyst prediction with 721,799 reactions and 888 catalyst types from USPTO. The task is: Predict which catalyst facilitates the given reaction. (1) Reactant: [N:1]([CH2:4][C:5]([C:7]1[CH:12]=[CH:11][C:10]([O:13][CH3:14])=[CH:9][CH:8]=1)=[O:6])=[N+]=[N-].[ClH:15]. Product: [ClH:15].[NH2:1][CH2:4][C:5]([C:7]1[CH:12]=[CH:11][C:10]([O:13][CH3:14])=[CH:9][CH:8]=1)=[O:6]. The catalyst class is: 43. (2) Reactant: C(N(C(C)C)CC)(C)C.[CH3:10][O:11][C:12]1[CH:13]=[C:14](/[CH:24]=[CH:25]/[C:26]([OH:28])=[O:27])[CH:15]=[CH:16][C:17]=1[N:18]1[CH:22]=[C:21]([CH3:23])[N:20]=[CH:19]1.Cl[CH:30]([CH3:34])[C:31](=[O:33])[CH3:32].C(OCC)(=O)C. Product: [CH3:10][O:11][C:12]1[CH:13]=[C:14](/[CH:24]=[CH:25]/[C:26]([O:28][CH:30]([CH3:34])[C:31](=[O:33])[CH3:32])=[O:27])[CH:15]=[CH:16][C:17]=1[N:18]1[CH:22]=[C:21]([CH3:23])[N:20]=[CH:19]1. The catalyst class is: 18.